This data is from NCI-60 drug combinations with 297,098 pairs across 59 cell lines. The task is: Regression. Given two drug SMILES strings and cell line genomic features, predict the synergy score measuring deviation from expected non-interaction effect. (1) Drug 1: CC1=C(C=C(C=C1)NC2=NC=CC(=N2)N(C)C3=CC4=NN(C(=C4C=C3)C)C)S(=O)(=O)N.Cl. Drug 2: C1=NC(=NC(=O)N1C2C(C(C(O2)CO)O)O)N. Cell line: SN12C. Synergy scores: CSS=3.68, Synergy_ZIP=-1.49, Synergy_Bliss=-1.35, Synergy_Loewe=-0.987, Synergy_HSA=-1.05. (2) Drug 2: CC1CCCC2(C(O2)CC(NC(=O)CC(C(C(=O)C(C1O)C)(C)C)O)C(=CC3=CSC(=N3)C)C)C. Synergy scores: CSS=41.7, Synergy_ZIP=-0.297, Synergy_Bliss=-3.02, Synergy_Loewe=-4.43, Synergy_HSA=-2.13. Cell line: SW-620. Drug 1: C1=NC2=C(N=C(N=C2N1C3C(C(C(O3)CO)O)F)Cl)N. (3) Drug 1: C1=NC2=C(N=C(N=C2N1C3C(C(C(O3)CO)O)F)Cl)N. Drug 2: CC1C(C(CC(O1)OC2CC(CC3=C2C(=C4C(=C3O)C(=O)C5=CC=CC=C5C4=O)O)(C(=O)C)O)N)O. Cell line: A549. Synergy scores: CSS=72.0, Synergy_ZIP=-4.23, Synergy_Bliss=-2.93, Synergy_Loewe=-1.10, Synergy_HSA=1.42. (4) Drug 1: CC1C(C(=O)NC(C(=O)N2CCCC2C(=O)N(CC(=O)N(C(C(=O)O1)C(C)C)C)C)C(C)C)NC(=O)C3=C4C(=C(C=C3)C)OC5=C(C(=O)C(=C(C5=N4)C(=O)NC6C(OC(=O)C(N(C(=O)CN(C(=O)C7CCCN7C(=O)C(NC6=O)C(C)C)C)C)C(C)C)C)N)C. Drug 2: CC1=C2C(C(=O)C3(C(CC4C(C3C(C(C2(C)C)(CC1OC(=O)C(C(C5=CC=CC=C5)NC(=O)OC(C)(C)C)O)O)OC(=O)C6=CC=CC=C6)(CO4)OC(=O)C)O)C)O. Cell line: MDA-MB-435. Synergy scores: CSS=10.0, Synergy_ZIP=3.05, Synergy_Bliss=8.92, Synergy_Loewe=5.10, Synergy_HSA=8.25. (5) Drug 1: C1=NC(=NC(=O)N1C2C(C(C(O2)CO)O)O)N. Drug 2: C1=CC=C(C(=C1)C(C2=CC=C(C=C2)Cl)C(Cl)Cl)Cl. Cell line: A498. Synergy scores: CSS=1.01, Synergy_ZIP=-0.249, Synergy_Bliss=-0.330, Synergy_Loewe=0.667, Synergy_HSA=-0.803.